Dataset: Reaction yield outcomes from USPTO patents with 853,638 reactions. Task: Predict the reaction yield, written as a fraction of the theoretical maximum amount of product (1.0 means a 100% yield; for example, 0.34 means a 34% yield). (1) The reactants are [C:1]([C:4]1[C:9](=[O:10])[C:8]([O:11][CH3:12])=[CH:7][N:6]([C:13]2[CH:18]=[CH:17][C:16]([N:19]3[CH:23]=[CH:22][CH:21]=[N:20]3)=[CH:15][C:14]=2[F:24])[N:5]=1)(=O)[CH3:2].[CH3:25]C(O)=O.Cl.[Cl:30][C:31]1[CH:32]=[C:33]([NH:37][NH2:38])[CH:34]=[CH:35][CH:36]=1. The catalyst is COC(OC)N(C)C. The product is [Cl:30][C:31]1[CH:32]=[C:33]([N:37]2[C:1]([C:4]3[C:9](=[O:10])[C:8]([O:11][CH3:12])=[CH:7][N:6]([C:13]4[CH:18]=[CH:17][C:16]([N:19]5[CH:23]=[CH:22][CH:21]=[N:20]5)=[CH:15][C:14]=4[F:24])[N:5]=3)=[CH:2][CH:25]=[N:38]2)[CH:34]=[CH:35][CH:36]=1. The yield is 0.440. (2) The reactants are [CH3:1][O:2][C:3]1[CH:15]=[C:14]([O:16][CH3:17])[CH:13]=[CH:12][C:4]=1[CH2:5][NH:6][C:7]1[S:8][CH:9]=[CH:10][N:11]=1.C[Si]([N-][Si](C)(C)C)(C)C.[Li+].[Cl:28][C:29]1[C:38]2[C:33](=[CH:34][C:35]([S:39](OC3C(F)=C(F)C(F)=C(F)C=3F)(=[O:41])=[O:40])=[CH:36][CH:37]=2)[CH:32]=[N:31][N:30]=1.C(=O)=O.CC(C)=O. The catalyst is C1COCC1.[Cl-].[NH4+].CCOC(C)=O. The product is [Cl:28][C:29]1[C:38]2[C:33](=[CH:34][C:35]([S:39]([N:6]([CH2:5][C:4]3[CH:12]=[CH:13][C:14]([O:16][CH3:17])=[CH:15][C:3]=3[O:2][CH3:1])[C:7]3[S:8][CH:9]=[CH:10][N:11]=3)(=[O:41])=[O:40])=[CH:36][CH:37]=2)[CH:32]=[N:31][N:30]=1. The yield is 0.357.